From a dataset of Reaction yield outcomes from USPTO patents with 853,638 reactions. Predict the reaction yield, written as a fraction of the theoretical maximum amount of product (1.0 means a 100% yield; for example, 0.34 means a 34% yield). (1) The reactants are [NH2:1][C:2]1[C:7]([C:8]#[N:9])=[C:6]([CH:10]2[CH2:15][CH2:14][CH2:13][N:12]([C:16]([O:18][C:19]([CH3:22])([CH3:21])[CH3:20])=[O:17])[CH2:11]2)[CH:5]=[C:4]([C:23]2[CH:28]=[CH:27][CH:26]=[CH:25][C:24]=2[O:29][CH2:30][C:31]2[CH:36]=[CH:35][CH:34]=[CH:33][CH:32]=2)[N:3]=1.[OH-:37].[K+].O. The catalyst is C(O)C. The product is [NH2:1][C:2]1[C:7]([C:8](=[O:37])[NH2:9])=[C:6]([CH:10]2[CH2:15][CH2:14][CH2:13][N:12]([C:16]([O:18][C:19]([CH3:22])([CH3:21])[CH3:20])=[O:17])[CH2:11]2)[CH:5]=[C:4]([C:23]2[CH:28]=[CH:27][CH:26]=[CH:25][C:24]=2[O:29][CH2:30][C:31]2[CH:32]=[CH:33][CH:34]=[CH:35][CH:36]=2)[N:3]=1. The yield is 0.730. (2) The reactants are [N:1]1[CH:6]=[CH:5][CH:4]=[CH:3][C:2]=1[C:7]1[C:11]([CH2:12][O:13][C:14]2[CH:22]=[CH:21][C:17]([C:18]([OH:20])=O)=[CH:16][N:15]=2)=[CH:10][O:9][N:8]=1.[CH2:23]([CH2:25][NH2:26])[OH:24]. No catalyst specified. The product is [OH:24][CH2:23][CH2:25][NH:26][C:18](=[O:20])[C:17]1[CH:21]=[CH:22][C:14]([O:13][CH2:12][C:11]2[C:7]([C:2]3[CH:3]=[CH:4][CH:5]=[CH:6][N:1]=3)=[N:8][O:9][CH:10]=2)=[N:15][CH:16]=1. The yield is 0.720. (3) The reactants are Cl.Cl[C:3]1[N:8]=[C:7]([NH:9][CH:10]2[CH2:15][C:14]([CH3:17])([CH3:16])[N:13]([CH3:18])[C:12]([CH3:20])([CH3:19])[CH2:11]2)[C:6]([F:21])=[CH:5][N:4]=1.[F:22][C:23]1[CH:28]=[CH:27][C:26]([N:29]2[CH:33]=[N:32][N:31]=[N:30]2)=[CH:25][C:24]=1[NH2:34].[C:35](O)(C(F)(F)F)=[O:36].N1C=CC=NC=1. The catalyst is CC(O)C. The product is [NH3:4].[CH3:35][OH:36].[F:21][C:6]1[C:7]([NH:9][CH:10]2[CH2:15][C:14]([CH3:17])([CH3:16])[N:13]([CH3:18])[C:12]([CH3:20])([CH3:19])[CH2:11]2)=[N:8][C:3]([NH:34][C:24]2[CH:25]=[C:26]([N:29]3[CH:33]=[N:32][N:31]=[N:30]3)[CH:27]=[CH:28][C:23]=2[F:22])=[N:4][CH:5]=1. The yield is 0.0100. (4) The reactants are [Cl:1][C:2]1[CH:18]=[CH:17][C:5]([CH2:6][NH:7][C:8]2[CH:9]=[N:10][CH:11]=[CH:12][C:13]=2[C:14]([OH:16])=[O:15])=[C:4]([CH:19]2[CH2:21][CH2:20]2)[CH:3]=1.S(Cl)(Cl)=O.[CH3:26]O. No catalyst specified. The product is [Cl:1][C:2]1[CH:18]=[CH:17][C:5]([CH2:6][NH:7][C:8]2[CH:9]=[N:10][CH:11]=[CH:12][C:13]=2[C:14]([O:16][CH3:26])=[O:15])=[C:4]([CH:19]2[CH2:21][CH2:20]2)[CH:3]=1. The yield is 0.310. (5) The reactants are [Si]([O:8][CH2:9][CH2:10][N:11]([CH3:41])[C:12]([C:14]1[C:19]([O:20][CH2:21][C:22]2[CH:27]=[CH:26][CH:25]=[CH:24][CH:23]=2)=[C:18]([OH:28])[N:17]=[C:16]([CH2:29][C:30]2([C:35]3[CH:40]=[CH:39][CH:38]=[CH:37][CH:36]=3)[CH2:34][CH2:33][CH2:32][CH2:31]2)[N:15]=1)=[O:13])(C(C)(C)C)(C)C.OCCN(C)C(C1C(OCC2C=CC=CC=2)=C(O)N=C(CC2C=CC=CC=2C2C=CC=CC=2)N=1)=O. No catalyst specified. The product is [OH:8][CH2:9][CH2:10][N:11]([CH3:41])[C:12]([C:14]1[C:19]([O:20][CH2:21][C:22]2[CH:27]=[CH:26][CH:25]=[CH:24][CH:23]=2)=[C:18]([OH:28])[N:17]=[C:16]([CH2:29][C:30]2([C:35]3[CH:40]=[CH:39][CH:38]=[CH:37][CH:36]=3)[CH2:34][CH2:33][CH2:32][CH2:31]2)[N:15]=1)=[O:13]. The yield is 0.748.